Predict the product of the given reaction. From a dataset of Forward reaction prediction with 1.9M reactions from USPTO patents (1976-2016). (1) Given the reactants [CH3:1][C:2]1[CH:38]=[C:5]2[N:6]=[CH:7][C:8]3[CH:13]=[C:12]([C:14]4[CH:19]=[CH:18][CH:17]=[CH:16][CH:15]=4)[C:11]([C:20]4[CH:37]=[CH:36][C:23]([CH2:24][N:25]5[CH2:30][CH2:29][CH:28]([C:31]([O:33]CC)=[O:32])[CH2:27][CH2:26]5)=[CH:22][CH:21]=4)=[N:10][C:9]=3[N:4]2[N:3]=1.O.[Li+].[OH-], predict the reaction product. The product is: [CH3:1][C:2]1[CH:38]=[C:5]2[N:6]=[CH:7][C:8]3[CH:13]=[C:12]([C:14]4[CH:15]=[CH:16][CH:17]=[CH:18][CH:19]=4)[C:11]([C:20]4[CH:37]=[CH:36][C:23]([CH2:24][N:25]5[CH2:30][CH2:29][CH:28]([C:31]([OH:33])=[O:32])[CH2:27][CH2:26]5)=[CH:22][CH:21]=4)=[N:10][C:9]=3[N:4]2[N:3]=1. (2) Given the reactants [NH2:1][C:2]1[CH:3]=[N:4][CH:5]=[CH:6][C:7]=1[C@@H:8]1[CH2:13][C@H:12]([CH3:14])[CH2:11][C@H:10]([NH:15][C:16](=[O:22])[O:17][C:18]([CH3:21])([CH3:20])[CH3:19])[CH2:9]1.[Br:23][C:24]1[S:25][CH:26]=[C:27]([C:29](O)=[O:30])[N:28]=1.C1C=NC2N(O)N=NC=2C=1.C(Cl)CCl, predict the reaction product. The product is: [Br:23][C:24]1[S:25][CH:26]=[C:27]([C:29]([NH:1][C:2]2[CH:3]=[N:4][CH:5]=[CH:6][C:7]=2[C@@H:8]2[CH2:13][C@H:12]([CH3:14])[CH2:11][C@H:10]([NH:15][C:16](=[O:22])[O:17][C:18]([CH3:21])([CH3:20])[CH3:19])[CH2:9]2)=[O:30])[N:28]=1. (3) Given the reactants [S:1](=[C:4]1[N:9]([C:10]([N:12]2[CH2:17][CH2:16][O:15][CH2:14][CH2:13]2)=[O:11])[CH2:8][CH2:7][NH:6][C@@H:5]1[C:18]([O-:20])=O)(=[O:3])=[O:2].[NH2:21]O.Cl, predict the reaction product. The product is: [S:1](=[C:4]1[N:9]([C:10]([N:12]2[CH2:13][CH2:14][O:15][CH2:16][CH2:17]2)=[O:11])[CH2:8][CH2:7][NH:6][C@@H:5]1[C:18]([NH2:21])=[O:20])(=[O:2])=[O:3]. (4) The product is: [NH2:2][CH2:1][C:3]1[C:4]([CH3:18])=[CH:5][C:6]([NH:10][C:11](=[O:17])[O:12][C:13]([CH3:14])([CH3:15])[CH3:16])=[N:7][C:8]=1[CH3:9]. Given the reactants [C:1]([C:3]1[C:4]([CH3:18])=[CH:5][C:6]([NH:10][C:11](=[O:17])[O:12][C:13]([CH3:16])([CH3:15])[CH3:14])=[N:7][C:8]=1[CH3:9])#[N:2].N.CO.[H][H], predict the reaction product. (5) Given the reactants [I-].[CH2:2]([N+:6]1[C:10]([CH3:11])=[C:9]([CH3:12])[S:8][C:7]=1[CH3:13])[CH2:3][CH2:4][CH3:5].[F:14][C:15]1[CH:23]=[CH:22][C:21]([F:24])=[CH:20][C:16]=1[C:17](Cl)=[O:18], predict the reaction product. The product is: [CH2:2]([N:6]1[C:10]([CH3:11])=[C:9]([CH3:12])[S:8]/[C:7]/1=[CH:13]\[C:17]([C:16]1[CH:20]=[C:21]([F:24])[CH:22]=[CH:23][C:15]=1[F:14])=[O:18])[CH2:3][CH2:4][CH3:5]. (6) Given the reactants [H-].[H-].[H-].[H-].[Li+].[Al+3].[O:7]1[C:11]2([CH2:16][CH2:15][CH:14]([C:17](OCC)=[O:18])[CH2:13][CH2:12]2)[O:10][CH2:9][CH2:8]1, predict the reaction product. The product is: [O:7]1[C:11]2([CH2:16][CH2:15][CH:14]([CH2:17][OH:18])[CH2:13][CH2:12]2)[O:10][CH2:9][CH2:8]1.